This data is from NCI-60 drug combinations with 297,098 pairs across 59 cell lines. The task is: Regression. Given two drug SMILES strings and cell line genomic features, predict the synergy score measuring deviation from expected non-interaction effect. (1) Drug 1: CC1C(C(CC(O1)OC2CC(CC3=C2C(=C4C(=C3O)C(=O)C5=C(C4=O)C(=CC=C5)OC)O)(C(=O)C)O)N)O.Cl. Drug 2: COC1=C2C(=CC3=C1OC=C3)C=CC(=O)O2. Cell line: NCI-H460. Synergy scores: CSS=19.1, Synergy_ZIP=0.999, Synergy_Bliss=1.21, Synergy_Loewe=-47.4, Synergy_HSA=0.276. (2) Drug 1: CC1=CC2C(CCC3(C2CCC3(C(=O)C)OC(=O)C)C)C4(C1=CC(=O)CC4)C. Drug 2: CC=C1C(=O)NC(C(=O)OC2CC(=O)NC(C(=O)NC(CSSCCC=C2)C(=O)N1)C(C)C)C(C)C. Synergy scores: CSS=56.9, Synergy_ZIP=2.55, Synergy_Bliss=4.58, Synergy_Loewe=-69.9, Synergy_HSA=1.54. Cell line: RXF 393. (3) Drug 1: CC=C1C(=O)NC(C(=O)OC2CC(=O)NC(C(=O)NC(CSSCCC=C2)C(=O)N1)C(C)C)C(C)C. Drug 2: C(CCl)NC(=O)N(CCCl)N=O. Cell line: SR. Synergy scores: CSS=82.7, Synergy_ZIP=-0.650, Synergy_Bliss=-0.732, Synergy_Loewe=-4.35, Synergy_HSA=0.618. (4) Drug 1: C1=CC(=C2C(=C1NCCNCCO)C(=O)C3=C(C=CC(=C3C2=O)O)O)NCCNCCO. Drug 2: CC1=C(C(=O)C2=C(C1=O)N3CC4C(C3(C2COC(=O)N)OC)N4)N. Cell line: A549. Synergy scores: CSS=58.4, Synergy_ZIP=-4.00, Synergy_Bliss=-4.61, Synergy_Loewe=0.569, Synergy_HSA=3.01. (5) Synergy scores: CSS=-5.77, Synergy_ZIP=1.97, Synergy_Bliss=-0.422, Synergy_Loewe=-5.30, Synergy_HSA=-4.16. Drug 2: C1C(C(OC1N2C=NC(=NC2=O)N)CO)O. Drug 1: CN1CCC(CC1)COC2=C(C=C3C(=C2)N=CN=C3NC4=C(C=C(C=C4)Br)F)OC. Cell line: M14. (6) Drug 1: CC=C1C(=O)NC(C(=O)OC2CC(=O)NC(C(=O)NC(CSSCCC=C2)C(=O)N1)C(C)C)C(C)C. Drug 2: CN(CCCl)CCCl.Cl. Cell line: NCIH23. Synergy scores: CSS=84.5, Synergy_ZIP=1.79, Synergy_Bliss=2.33, Synergy_Loewe=3.51, Synergy_HSA=7.43. (7) Drug 1: CC(C)NC(=O)C1=CC=C(C=C1)CNNC.Cl. Drug 2: C(CCl)NC(=O)N(CCCl)N=O. Cell line: MOLT-4. Synergy scores: CSS=3.86, Synergy_ZIP=-8.05, Synergy_Bliss=-13.9, Synergy_Loewe=-24.5, Synergy_HSA=-14.1. (8) Drug 1: C1CCC(C1)C(CC#N)N2C=C(C=N2)C3=C4C=CNC4=NC=N3. Drug 2: C1C(C(OC1N2C=NC(=NC2=O)N)CO)O. Cell line: MCF7. Synergy scores: CSS=12.9, Synergy_ZIP=-2.87, Synergy_Bliss=1.91, Synergy_Loewe=-2.96, Synergy_HSA=2.09.